Dataset: NCI-60 drug combinations with 297,098 pairs across 59 cell lines. Task: Regression. Given two drug SMILES strings and cell line genomic features, predict the synergy score measuring deviation from expected non-interaction effect. (1) Drug 1: C1CN1C2=NC(=NC(=N2)N3CC3)N4CC4. Drug 2: C1CN(CCN1C(=O)CCBr)C(=O)CCBr. Cell line: T-47D. Synergy scores: CSS=20.4, Synergy_ZIP=-8.55, Synergy_Bliss=-1.20, Synergy_Loewe=-7.76, Synergy_HSA=-0.357. (2) Drug 1: CN1CCC(CC1)COC2=C(C=C3C(=C2)N=CN=C3NC4=C(C=C(C=C4)Br)F)OC. Drug 2: C1=NC2=C(N=C(N=C2N1C3C(C(C(O3)CO)O)O)F)N. Cell line: SW-620. Synergy scores: CSS=-5.47, Synergy_ZIP=-1.35, Synergy_Bliss=-6.99, Synergy_Loewe=-8.16, Synergy_HSA=-8.06. (3) Drug 1: CC12CCC(CC1=CCC3C2CCC4(C3CC=C4C5=CN=CC=C5)C)O. Drug 2: CC1=C(C(=O)C2=C(C1=O)N3CC4C(C3(C2COC(=O)N)OC)N4)N. Cell line: OVCAR-4. Synergy scores: CSS=8.64, Synergy_ZIP=-4.49, Synergy_Bliss=-4.47, Synergy_Loewe=-3.30, Synergy_HSA=-3.21. (4) Drug 1: CC12CCC3C(C1CCC2O)C(CC4=C3C=CC(=C4)O)CCCCCCCCCS(=O)CCCC(C(F)(F)F)(F)F. Drug 2: C1CN(CCN1C(=O)CCBr)C(=O)CCBr. Cell line: HL-60(TB). Synergy scores: CSS=65.7, Synergy_ZIP=-3.52, Synergy_Bliss=-5.93, Synergy_Loewe=-5.89, Synergy_HSA=-3.26. (5) Drug 1: CC1OCC2C(O1)C(C(C(O2)OC3C4COC(=O)C4C(C5=CC6=C(C=C35)OCO6)C7=CC(=C(C(=C7)OC)O)OC)O)O. Drug 2: CN(C)C1=NC(=NC(=N1)N(C)C)N(C)C. Cell line: HCT-15. Synergy scores: CSS=48.7, Synergy_ZIP=0.503, Synergy_Bliss=-1.35, Synergy_Loewe=-54.6, Synergy_HSA=-3.34. (6) Drug 1: CCCCCOC(=O)NC1=NC(=O)N(C=C1F)C2C(C(C(O2)C)O)O. Drug 2: CC1=C2C(C(=O)C3(C(CC4C(C3C(C(C2(C)C)(CC1OC(=O)C(C(C5=CC=CC=C5)NC(=O)OC(C)(C)C)O)O)OC(=O)C6=CC=CC=C6)(CO4)OC(=O)C)O)C)O. Cell line: BT-549. Synergy scores: CSS=3.76, Synergy_ZIP=-0.873, Synergy_Bliss=0.498, Synergy_Loewe=-4.57, Synergy_HSA=0.0589. (7) Drug 1: C1=CC(=CC=C1CCCC(=O)O)N(CCCl)CCCl. Drug 2: C(CCl)NC(=O)N(CCCl)N=O. Cell line: OVCAR-5. Synergy scores: CSS=4.31, Synergy_ZIP=-5.24, Synergy_Bliss=-2.21, Synergy_Loewe=-9.95, Synergy_HSA=-3.77. (8) Drug 1: CC1OCC2C(O1)C(C(C(O2)OC3C4COC(=O)C4C(C5=CC6=C(C=C35)OCO6)C7=CC(=C(C(=C7)OC)O)OC)O)O. Synergy scores: CSS=51.8, Synergy_ZIP=-1.07, Synergy_Bliss=1.97, Synergy_Loewe=3.86, Synergy_HSA=5.55. Drug 2: CC1CCC2CC(C(=CC=CC=CC(CC(C(=O)C(C(C(=CC(C(=O)CC(OC(=O)C3CCCCN3C(=O)C(=O)C1(O2)O)C(C)CC4CCC(C(C4)OC)OCCO)C)C)O)OC)C)C)C)OC. Cell line: COLO 205.